This data is from Forward reaction prediction with 1.9M reactions from USPTO patents (1976-2016). The task is: Predict the product of the given reaction. (1) Given the reactants [NH2:1][C:2]1[CH:7]=[CH:6][N:5]=[CH:4][CH:3]=1.C(N(CC)CC)C.N1(C2CCCCCCC2)CCCCCCN1.[F:31][C:32]([F:38])([F:37])[S:33](Cl)(=[O:35])=[O:34], predict the reaction product. The product is: [F:31][C:32]([S:33]([NH:1][C:2]1[CH:7]=[CH:6][N:5]=[CH:4][CH:3]=1)(=[O:35])=[O:34])([F:38])[F:37]. (2) The product is: [Br:1][C:2]1[CH:7]=[CH:6][C:5]([CH:8]2[CH2:9][CH2:10][N:11]([S:24]([CH:21]3[CH2:23][CH2:22]3)(=[O:26])=[O:25])[CH2:12][CH2:13]2)=[CH:4][CH:3]=1. Given the reactants [Br:1][C:2]1[CH:7]=[CH:6][C:5]([CH:8]2[CH2:13][CH2:12][NH:11][CH2:10][CH2:9]2)=[CH:4][CH:3]=1.C(N(CC)CC)C.[CH:21]1([S:24](Cl)(=[O:26])=[O:25])[CH2:23][CH2:22]1, predict the reaction product. (3) Given the reactants [O:1]=[C:2]([N:10]1[CH2:14][CH2:13][CH2:12][C@H:11]1[C:15]([OH:17])=[O:16])[C:3](=[O:9])[C:4]([CH3:8])([CH3:7])[CH2:5][CH3:6].[C:18]1([CH2:24][CH2:25][CH2:26]O)[CH:23]=[CH:22][CH:21]=[CH:20][CH:19]=1.C1(N=C=NC2CCCCC2)CCCCC1.C12(CS(O)(=O)=O)C(C)(C)C(CC1)CC2=O, predict the reaction product. The product is: [CH3:8][C:4]([CH3:7])([CH2:5][CH3:6])[C:3](=[O:9])[C:2]([N:10]1[CH2:14][CH2:13][CH2:12][C@H:11]1[C:15]([O:17][CH2:26][CH2:25][CH2:24][C:18]1[CH:23]=[CH:22][CH:21]=[CH:20][CH:19]=1)=[O:16])=[O:1]. (4) Given the reactants O[C:2]1[C:7]([C:8]#[N:9])=[CH:6][N:5]=[C:4]([C:10]2[CH:15]=[CH:14][C:13]([N+:16]([O-:18])=[O:17])=[CH:12][CH:11]=2)[N:3]=1.P(Cl)(Cl)([Cl:21])=O, predict the reaction product. The product is: [Cl:21][C:2]1[C:7]([C:8]#[N:9])=[CH:6][N:5]=[C:4]([C:10]2[CH:15]=[CH:14][C:13]([N+:16]([O-:18])=[O:17])=[CH:12][CH:11]=2)[N:3]=1. (5) Given the reactants [C:1]([C:3]1[CH:4]=[C:5]([S:9]([C:12]2[S:21][C:15]3[NH:16][C:17](=[O:20])[CH:18]=[CH:19][C:14]=3[C:13]=2[C:22]2[CH:27]=[CH:26][C:25]([Cl:28])=[CH:24][CH:23]=2)(=[O:11])=[O:10])[CH:6]=[CH:7][CH:8]=1)#[N:2].I[CH3:30], predict the reaction product. The product is: [C:1]([C:3]1[CH:4]=[C:5]([S:9]([C:12]2[S:21][C:15]3=[N:16][C:17]([O:20][CH3:30])=[CH:18][CH:19]=[C:14]3[C:13]=2[C:22]2[CH:23]=[CH:24][C:25]([Cl:28])=[CH:26][CH:27]=2)(=[O:11])=[O:10])[CH:6]=[CH:7][CH:8]=1)#[N:2]. (6) Given the reactants Br[C:2]1[CH:7]=[C:6]([F:8])[CH:5]=[CH:4][C:3]=1[OH:9].C(=O)([O-])[O-].[K+].[K+].O.CO[CH2:19][CH2:20]OC, predict the reaction product. The product is: [CH:19]([C:2]1[CH:7]=[C:6]([F:8])[CH:5]=[CH:4][C:3]=1[OH:9])=[CH2:20].